From a dataset of NCI-60 drug combinations with 297,098 pairs across 59 cell lines. Regression. Given two drug SMILES strings and cell line genomic features, predict the synergy score measuring deviation from expected non-interaction effect. (1) Drug 1: CC12CCC(CC1=CCC3C2CCC4(C3CC=C4C5=CN=CC=C5)C)O. Drug 2: CCC1=CC2CC(C3=C(CN(C2)C1)C4=CC=CC=C4N3)(C5=C(C=C6C(=C5)C78CCN9C7C(C=CC9)(C(C(C8N6C)(C(=O)OC)O)OC(=O)C)CC)OC)C(=O)OC.C(C(C(=O)O)O)(C(=O)O)O. Cell line: OVCAR-4. Synergy scores: CSS=23.2, Synergy_ZIP=-6.64, Synergy_Bliss=-5.43, Synergy_Loewe=-11.1, Synergy_HSA=-2.50. (2) Drug 1: CC1C(C(CC(O1)OC2CC(CC3=C2C(=C4C(=C3O)C(=O)C5=C(C4=O)C(=CC=C5)OC)O)(C(=O)C)O)N)O.Cl. Drug 2: CS(=O)(=O)OCCCCOS(=O)(=O)C. Cell line: DU-145. Synergy scores: CSS=19.3, Synergy_ZIP=-3.20, Synergy_Bliss=2.76, Synergy_Loewe=-7.35, Synergy_HSA=1.69. (3) Drug 1: CCC1(CC2CC(C3=C(CCN(C2)C1)C4=CC=CC=C4N3)(C5=C(C=C6C(=C5)C78CCN9C7C(C=CC9)(C(C(C8N6C=O)(C(=O)OC)O)OC(=O)C)CC)OC)C(=O)OC)O.OS(=O)(=O)O. Drug 2: C1C(C(OC1N2C=NC3=C(N=C(N=C32)Cl)N)CO)O. Synergy scores: CSS=50.2, Synergy_ZIP=-9.53, Synergy_Bliss=-11.4, Synergy_Loewe=-7.10, Synergy_HSA=-3.64. Cell line: MALME-3M.